Dataset: Reaction yield outcomes from USPTO patents with 853,638 reactions. Task: Predict the reaction yield, written as a fraction of the theoretical maximum amount of product (1.0 means a 100% yield; for example, 0.34 means a 34% yield). (1) The reactants are ClC1C=CC(C[N:7]2[C:15]3[C:14](=[O:16])[N:13]([CH2:17][CH2:18][CH2:19][O:20][CH:21]4[CH2:26][CH2:25][CH2:24][CH2:23][O:22]4)[C:12](=[O:27])[N:11]([CH3:28])[C:10]=3[N:9]=[C:8]2[O:29][CH:30]2[CH2:34][CH2:33][CH2:32][CH2:31]2)=CC=1.C([O-])=O.[NH4+]. The catalyst is CO.[Pd]. The product is [CH:30]1([O:29][C:8]2[NH:7][C:15]3[C:14](=[O:16])[N:13]([CH2:17][CH2:18][CH2:19][O:20][CH:21]4[CH2:26][CH2:25][CH2:24][CH2:23][O:22]4)[C:12](=[O:27])[N:11]([CH3:28])[C:10]=3[N:9]=2)[CH2:31][CH2:32][CH2:33][CH2:34]1. The yield is 0.876. (2) The reactants are [Cl:1][C:2]1[CH:3]=[C:4]2[C:8](=[C:9]([Cl:11])[CH:10]=1)[N:7]([C:12]1[CH:17]=[C:16]([NH:18][CH:19]([CH2:22][CH3:23])[CH2:20][CH3:21])[N:15]=[C:14]([CH3:24])[N:13]=1)[CH2:6][CH2:5]2.[Br-:25].[Br-].[Br-].[NH+]1C=CC=CC=1.[NH+]1C=CC=CC=1.[NH+]1C=CC=CC=1. The catalyst is ClCCl. The product is [Br:25][C:17]1[C:12]([N:7]2[C:8]3[C:4](=[CH:3][C:2]([Cl:1])=[CH:10][C:9]=3[Cl:11])[CH2:5][CH2:6]2)=[N:13][C:14]([CH3:24])=[N:15][C:16]=1[NH:18][CH:19]([CH2:22][CH3:23])[CH2:20][CH3:21]. The yield is 0.930. (3) The reactants are [S:1]1[CH:5]=[CH:4][CH:3]=[C:2]1[S:6]([NH:9][C:10]1[CH:11]=[CH:12][CH:13]=[C:14]2[C:18]=1[NH:17][C:16]([C:19]1[S:20][C:21]([CH2:24][N:25]3[CH2:30][CH2:29][N:28]([CH2:31][C:32]([O:34]CC)=[O:33])[CH2:27][CH2:26]3)=[CH:22][N:23]=1)=[CH:15]2)(=[O:8])=[O:7].[OH-].[Na+].C(O)(=O)CC(CC(O)=O)(C(O)=O)O.[Cl-].[Na+]. The catalyst is O1CCCC1.C(OCC)(=O)C.CO. The product is [S:1]1[CH:5]=[CH:4][CH:3]=[C:2]1[S:6]([NH:9][C:10]1[CH:11]=[CH:12][CH:13]=[C:14]2[C:18]=1[NH:17][C:16]([C:19]1[S:20][C:21]([CH2:24][N:25]3[CH2:30][CH2:29][N:28]([CH2:31][C:32]([OH:34])=[O:33])[CH2:27][CH2:26]3)=[CH:22][N:23]=1)=[CH:15]2)(=[O:7])=[O:8]. The yield is 0.760. (4) The reactants are [CH2:1]([O:3][C:4]1[CH:9]=[CH:8][C:7]([S:10]([N:13]([CH2:21][C:22]([O:24]C)=O)[C:14]2[CH:19]=[CH:18][C:17]([CH3:20])=[CH:16][CH:15]=2)(=[O:12])=[O:11])=[CH:6][CH:5]=1)[CH3:2].O.[NH2:27][NH2:28]. The catalyst is CO. The product is [CH2:1]([O:3][C:4]1[CH:9]=[CH:8][C:7]([S:10]([N:13]([CH2:21][C:22]([NH:27][NH2:28])=[O:24])[C:14]2[CH:19]=[CH:18][C:17]([CH3:20])=[CH:16][CH:15]=2)(=[O:12])=[O:11])=[CH:6][CH:5]=1)[CH3:2]. The yield is 0.720. (5) The reactants are [OH:1][C:2]1[CH:11]=[CH:10][C:5]([C:6]([O:8][CH3:9])=[O:7])=[CH:4][C:3]=1I.[C:13]([Cu])#[N:14].[C-]#N.[Na+]. The catalyst is CN(C=O)C. The product is [C:13]([C:3]1[CH:4]=[C:5]([CH:10]=[CH:11][C:2]=1[OH:1])[C:6]([O:8][CH3:9])=[O:7])#[N:14]. The yield is 1.00. (6) The catalyst is ClCCl.C(OCC)(=O)C. The product is [O:1]([C:8]1[CH:9]=[C:10]([N:14]([CH2:22][C:23]2[CH:24]=[C:25]([CH2:26][OH:27])[CH:30]=[CH:31][CH:32]=2)[CH2:15][CH:16]([OH:21])[C:17]([F:18])([F:19])[F:20])[CH:11]=[CH:12][CH:13]=1)[C:2]1[CH:7]=[CH:6][CH:5]=[CH:4][CH:3]=1. The reactants are [O:1]([C:8]1[CH:9]=[C:10]([N:14]([CH2:22][C:23]2[CH:24]=[C:25]([CH:30]=[CH:31][CH:32]=2)[C:26](OC)=[O:27])[CH2:15][CH:16]([OH:21])[C:17]([F:20])([F:19])[F:18])[CH:11]=[CH:12][CH:13]=1)[C:2]1[CH:7]=[CH:6][CH:5]=[CH:4][CH:3]=1.[H-].[Al+3].[Li+].[H-].[H-].[H-].C1COCC1. The yield is 0.540.